From a dataset of Catalyst prediction with 721,799 reactions and 888 catalyst types from USPTO. Predict which catalyst facilitates the given reaction. (1) Reactant: C(O)(=O)C.[NH2:5][C:6]1[S:7][C:8]([CH3:23])=[CH:9][C:10]=1[C:11](=[O:22])[C:12]1[CH:17]=[CH:16][CH:15]=[C:14]([C:18]([F:21])([F:20])[F:19])[CH:13]=1.[O-:24][C:25]#[N:26].[Na+]. Product: [CH3:23][C:8]1[S:7][C:6]([NH:5][C:25]([NH2:26])=[O:24])=[C:10]([C:11](=[O:22])[C:12]2[CH:17]=[CH:16][CH:15]=[C:14]([C:18]([F:19])([F:21])[F:20])[CH:13]=2)[CH:9]=1. The catalyst class is: 6. (2) Reactant: [Cl:1][C:2]1[C:3]([F:28])=[C:4]([CH:25]=[CH:26][CH:27]=1)[NH:5][C:6]1[C:15]2[C:10](=[CH:11][C:12]([O:23][CH3:24])=[C:13]([O:16][CH:17]3[CH2:22][CH2:21][NH:20][CH2:19][CH2:18]3)[CH:14]=2)[N:9]=[CH:8][N:7]=1.C(N(C(C)C)CC)(C)C.Br[CH2:39][C:40]([NH2:42])=[O:41]. Product: [C:40]([CH2:39][N:20]1[CH2:21][CH2:22][CH:17]([O:16][C:13]2[CH:14]=[C:15]3[C:10](=[CH:11][C:12]=2[O:23][CH3:24])[N:9]=[CH:8][N:7]=[C:6]3[NH:5][C:4]2[CH:25]=[CH:26][CH:27]=[C:2]([Cl:1])[C:3]=2[F:28])[CH2:18][CH2:19]1)(=[O:41])[NH2:42]. The catalyst class is: 2. (3) Reactant: [Br:1][C:2]1[CH:3]=[CH:4][C:5]2[O:9][C:8](=[S:10])[NH:7][C:6]=2[CH:11]=1.[C:12](=O)([O-])[O-].[K+].[K+].IC. Product: [Br:1][C:2]1[CH:3]=[CH:4][C:5]2[O:9][C:8]([S:10][CH3:12])=[N:7][C:6]=2[CH:11]=1. The catalyst class is: 18. (4) The catalyst class is: 2. Reactant: [Cl:1][C:2]1[N:7]=[C:6]([C:8]2[CH:14]=[CH:13][C:11]([NH2:12])=[CH:10][CH:9]=2)[CH:5]=[CH:4][N:3]=1.[C:15](Cl)(=[O:19])[CH:16]([CH3:18])[CH3:17].CCN(CC)CC. Product: [Cl:1][C:2]1[N:7]=[C:6]([C:8]2[CH:14]=[CH:13][C:11]([NH:12][C:15](=[O:19])[CH:16]([CH3:18])[CH3:17])=[CH:10][CH:9]=2)[CH:5]=[CH:4][N:3]=1. (5) Reactant: [CH3:1][CH:2]1[CH2:8][C:7]2[CH:9]=[C:10]3[O:15][CH2:14][O:13][C:11]3=[CH:12][C:6]=2[C:5]([C:16]2[CH:21]=[CH:20][C:19]([N+:22]([O-:24])=[O:23])=[CH:18][CH:17]=2)=[N:4][N:3]1[C:25]#[N:26].C([O-])(=O)C.[Na+].Cl.[NH2:33][OH:34]. Product: [CH3:1][CH:2]1[CH2:8][C:7]2[CH:9]=[C:10]3[O:15][CH2:14][O:13][C:11]3=[CH:12][C:6]=2[C:5]([C:16]2[CH:17]=[CH:18][C:19]([N+:22]([O-:24])=[O:23])=[CH:20][CH:21]=2)=[N:4][N:3]1[C:25](=[N:33][OH:34])[NH2:26]. The catalyst class is: 141.